Dataset: Forward reaction prediction with 1.9M reactions from USPTO patents (1976-2016). Task: Predict the product of the given reaction. (1) Given the reactants COC1C2C=CC=CC=2SC=1C(O)=O.B(Br)(Br)Br.C[O:20][C:21]1[CH:32]=[CH:31][C:24]2[S:25][CH:26]=[C:27]([C:28]([OH:30])=[O:29])[C:23]=2[CH:22]=1.[OH-].[Na+], predict the reaction product. The product is: [OH:20][C:21]1[CH:32]=[CH:31][C:24]2[S:25][CH:26]=[C:27]([C:28]([OH:30])=[O:29])[C:23]=2[CH:22]=1. (2) Given the reactants [Cl:1][C:2]1[CH:9]=[C:6]([CH:7]=O)[C:5]([OH:10])=[CH:4][CH:3]=1.[Cl-].[Cl:12][C:13]1[CH:38]=[CH:37][C:16](C[P+](C2C=CC=CC=2)(C2C=CC=CC=2)C2C=CC=CC=2)=[CH:15][CH:14]=1.[C:39](=O)([O-])[O-].[K+].[K+].Cl, predict the reaction product. The product is: [Cl:1][C:2]1[CH:3]=[CH:4][C:5]([OH:10])=[C:6]([C:7]([C:16]2[CH:37]=[CH:38][C:13]([Cl:12])=[CH:14][CH:15]=2)=[CH2:39])[CH:9]=1. (3) The product is: [CH3:12][N:13]([CH3:15])[CH:14]=[CH:2][C:1]([C:4]1[CH:5]=[N:6][CH:7]=[CH:8][CH:9]=1)=[O:3]. Given the reactants [C:1]([C:4]1[CH:5]=[N:6][CH:7]=[CH:8][CH:9]=1)(=[O:3])[CH3:2].CO[CH:12](OC)[N:13]([CH3:15])[CH3:14].C(OCC)C, predict the reaction product. (4) Given the reactants C(BBr)#N.[CH2:5]([N:7]([CH3:9])[CH3:8])[CH3:6].[C:10]([BH:12][F:13])#[N:11].CN(C)C, predict the reaction product. The product is: [C:10]([BH:12][F:13])#[N:11].[CH2:5]([N:7]([CH3:9])[CH3:8])[CH3:6].